Regression. Given two drug SMILES strings and cell line genomic features, predict the synergy score measuring deviation from expected non-interaction effect. From a dataset of NCI-60 drug combinations with 297,098 pairs across 59 cell lines. (1) Drug 1: COC1=NC(=NC2=C1N=CN2C3C(C(C(O3)CO)O)O)N. Drug 2: CN(C(=O)NC(C=O)C(C(C(CO)O)O)O)N=O. Cell line: A549. Synergy scores: CSS=-6.66, Synergy_ZIP=4.42, Synergy_Bliss=0.855, Synergy_Loewe=-5.52, Synergy_HSA=-6.00. (2) Drug 1: C1=CN(C=N1)CC(O)(P(=O)(O)O)P(=O)(O)O. Drug 2: B(C(CC(C)C)NC(=O)C(CC1=CC=CC=C1)NC(=O)C2=NC=CN=C2)(O)O. Cell line: A498. Synergy scores: CSS=48.7, Synergy_ZIP=-2.08, Synergy_Bliss=-1.09, Synergy_Loewe=-0.858, Synergy_HSA=-0.503. (3) Drug 1: CS(=O)(=O)C1=CC(=C(C=C1)C(=O)NC2=CC(=C(C=C2)Cl)C3=CC=CC=N3)Cl. Synergy scores: CSS=6.56, Synergy_ZIP=-2.16, Synergy_Bliss=1.44, Synergy_Loewe=4.92, Synergy_HSA=3.14. Cell line: NCI-H460. Drug 2: C(CCl)NC(=O)N(CCCl)N=O.